This data is from Forward reaction prediction with 1.9M reactions from USPTO patents (1976-2016). The task is: Predict the product of the given reaction. Given the reactants [Cl:1][C:2]1[CH:3]=[C:4]([C@@H:8]2[C@@H:13]([C:14]3[CH:19]=[CH:18][C:17]([Cl:20])=[CH:16][CH:15]=3)[N:12]([CH2:21][CH:22]3[CH2:24][CH2:23]3)[C:11](=[O:25])[C@@H:10]([CH2:26][C:27](O)=[O:28])[CH2:9]2)[CH:5]=[CH:6][CH:7]=1.Cl.[NH2:31][CH2:32][C:33]([O:35][CH2:36][CH3:37])=[O:34].Cl.C(N=C=NCCCN(C)C)C.N1C2C(=NC=CC=2)N(O)N=1.C(=O)([O-])O.[Na+], predict the reaction product. The product is: [Cl:1][C:2]1[CH:3]=[C:4]([C@@H:8]2[C@@H:13]([C:14]3[CH:19]=[CH:18][C:17]([Cl:20])=[CH:16][CH:15]=3)[N:12]([CH2:21][CH:22]3[CH2:23][CH2:24]3)[C:11](=[O:25])[C@@H:10]([CH2:26][C:27]([NH:31][CH2:32][C:33]([O:35][CH2:36][CH3:37])=[O:34])=[O:28])[CH2:9]2)[CH:5]=[CH:6][CH:7]=1.